This data is from Reaction yield outcomes from USPTO patents with 853,638 reactions. The task is: Predict the reaction yield, written as a fraction of the theoretical maximum amount of product (1.0 means a 100% yield; for example, 0.34 means a 34% yield). (1) The yield is 0.370. The reactants are C([N:8]([C@H:16]1[CH2:21][CH2:20][C@H:19]([C:22]([OH:25])([CH3:24])[CH3:23])[CH2:18][CH2:17]1)CC1C=CC=CC=1)C1C=CC=CC=1. The product is [NH2:8][C@H:16]1[CH2:21][CH2:20][C@H:19]([C:22]([OH:25])([CH3:23])[CH3:24])[CH2:18][CH2:17]1. The catalyst is [OH-].[Pd+2].[OH-].C(O)C. (2) The reactants are [CH3:1][C:2]([C:6]1[S:7][CH:8]=[C:9]([C:11]2[CH:16]=[CH:15][C:14]([C:17]([F:20])([F:19])[F:18])=[CH:13][CH:12]=2)[N:10]=1)([CH3:5])[CH2:3][NH2:4].[F:21][C:22]([F:38])([F:37])[C:23]1[O:27][N:26]=[C:25]([C:28]2[CH:29]=[C:30]([CH:34]=[CH:35][CH:36]=2)[C:31](O)=[O:32])[N:24]=1. No catalyst specified. The product is [CH3:5][C:2]([C:6]1[S:7][CH:8]=[C:9]([C:11]2[CH:16]=[CH:15][C:14]([C:17]([F:19])([F:20])[F:18])=[CH:13][CH:12]=2)[N:10]=1)([CH3:1])[CH2:3][NH:4][C:31](=[O:32])[C:30]1[CH:34]=[CH:35][CH:36]=[C:28]([C:25]2[N:24]=[C:23]([C:22]([F:38])([F:37])[F:21])[O:27][N:26]=2)[CH:29]=1. The yield is 0.240. (3) The reactants are [NH2:1][C:2]1[CH:7]=[CH:6][C:5]([C:8]2[C:9]3[S:16][C:15]([C:17]4[CH2:18][CH2:19][N:20]([C:23]([N:25]5[CH2:30][CH2:29][O:28][CH2:27][CH2:26]5)=[O:24])[CH2:21][CH:22]=4)=[CH:14][C:10]=3[N:11]=[CH:12][N:13]=2)=[CH:4][CH:3]=1.[CH3:31][S:32](Cl)(=[O:34])=[O:33]. The catalyst is N1C=CC=CC=1. The product is [N:25]1([C:23]([N:20]2[CH2:19][CH:18]=[C:17]([C:15]3[S:16][C:9]4[C:8]([C:5]5[CH:4]=[CH:3][C:2]([NH:1][S:32]([CH3:31])(=[O:34])=[O:33])=[CH:7][CH:6]=5)=[N:13][CH:12]=[N:11][C:10]=4[CH:14]=3)[CH2:22][CH2:21]2)=[O:24])[CH2:26][CH2:27][O:28][CH2:29][CH2:30]1. The yield is 0.130. (4) The reactants are P(Br)(Br)[Br:2].[C:5]([N:12]1[C:20]2[C:15](=[C:16]([CH2:21]O)[CH:17]=[CH:18][CH:19]=2)[CH:14]=[CH:13]1)([O:7][C:8]([CH3:11])([CH3:10])[CH3:9])=[O:6].C([O-])(O)=O.[Na+]. The catalyst is CCOCC.C(Cl)Cl. The product is [Br:2][CH2:21][C:16]1[CH:17]=[CH:18][CH:19]=[C:20]2[C:15]=1[CH:14]=[CH:13][N:12]2[C:5]([O:7][C:8]([CH3:11])([CH3:10])[CH3:9])=[O:6]. The yield is 0.840.